Dataset: Forward reaction prediction with 1.9M reactions from USPTO patents (1976-2016). Task: Predict the product of the given reaction. (1) Given the reactants FC(F)(F)C(O)=O.[Cl:8][C:9]1[C:17]2[C:12](=[CH:13][CH:14]=[CH:15][C:16]=2[NH:18][C:19]2[C:27]3[C:22](=[CH:23][N:24]=[CH:25][CH:26]=3)[O:21][C:20]=2[C:28]2[N:33]=[CH:32][CH:31]=[CH:30][N:29]=2)[N:11](C(OC(C)(C)C)=O)[N:10]=1, predict the reaction product. The product is: [Cl:8][C:9]1[C:17]2[C:16]([NH:18][C:19]3[C:27]4[C:22](=[CH:23][N:24]=[CH:25][CH:26]=4)[O:21][C:20]=3[C:28]3[N:33]=[CH:32][CH:31]=[CH:30][N:29]=3)=[CH:15][CH:14]=[CH:13][C:12]=2[NH:11][N:10]=1. (2) Given the reactants [Br:1][C:2]1[C:3]([CH3:14])=[N:4][NH:5][C:6]=1[C:7]1[CH:12]=[CH:11][C:10]([F:13])=[CH:9][CH:8]=1.O1CCCCC1[O:21][CH:22]1[CH2:26][CH2:25][CH:24]([CH2:27]O)[CH2:23]1.C1(P(C2C=CC=CC=2)C2C=CC=CC=2)C=CC=CC=1.N(C(OC(C)C)=O)=NC(OC(C)C)=O.O.C1(C)C=CC(S(O)(=O)=O)=CC=1, predict the reaction product. The product is: [Br:1][C:2]1[C:3]([CH3:14])=[N:4][N:5]([CH2:27][CH:24]2[CH2:25][CH2:26][CH:22]([OH:21])[CH2:23]2)[C:6]=1[C:7]1[CH:12]=[CH:11][C:10]([F:13])=[CH:9][CH:8]=1.